This data is from Full USPTO retrosynthesis dataset with 1.9M reactions from patents (1976-2016). The task is: Predict the reactants needed to synthesize the given product. (1) Given the product [N:5]([CH2:8][C@H:9]1[O:13][C:12](=[O:14])[N:11]([C:15]2[CH:20]=[CH:19][C:18]([C:21]([NH:4][O:3][CH3:2])=[O:22])=[C:17]([F:35])[CH:16]=2)[CH2:10]1)=[N+:6]=[N-:7], predict the reactants needed to synthesize it. The reactants are: Cl.[CH3:2][O:3][NH2:4].[N:5]([CH2:8][C@H:9]1[O:13][C:12](=[O:14])[N:11]([C:15]2[CH:20]=[CH:19][C:18]([C:21](OC3C(F)=C(F)C(F)=C(F)C=3F)=[O:22])=[C:17]([F:35])[CH:16]=2)[CH2:10]1)=[N+:6]=[N-:7].C(N(C(C)C)CC)(C)C. (2) Given the product [CH:18]([C:20]1[CH:25]=[CH:24][CH:23]=[CH:22][C:21]=1[C:2]1[CH:7]=[CH:6][C:5]([C:8]([CH3:17])([CH3:16])[C:9]([NH:11][CH2:12][CH:13]([CH3:15])[CH3:14])=[O:10])=[CH:4][CH:3]=1)=[O:19], predict the reactants needed to synthesize it. The reactants are: Br[C:2]1[CH:7]=[CH:6][C:5]([C:8]([CH3:17])([CH3:16])[C:9]([NH:11][CH2:12][CH:13]([CH3:15])[CH3:14])=[O:10])=[CH:4][CH:3]=1.[CH:18]([C:20]1[CH:25]=[CH:24][CH:23]=[CH:22][C:21]=1B(O)O)=[O:19]. (3) Given the product [Cl:1][C:2]1[CH:3]=[C:4]([NH:8][C:9]2[N:10]=[CH:11][N:12]=[C:13]([NH:15][C:29]([NH:28][C:20]3[CH:19]=[C:18]([O:17][CH3:16])[C:23]([O:24][CH3:25])=[C:22]([O:26][CH3:27])[CH:21]=3)=[O:30])[CH:14]=2)[CH:5]=[CH:6][CH:7]=1, predict the reactants needed to synthesize it. The reactants are: [Cl:1][C:2]1[CH:3]=[C:4]([NH:8][C:9]2[CH:14]=[C:13]([NH2:15])[N:12]=[CH:11][N:10]=2)[CH:5]=[CH:6][CH:7]=1.[CH3:16][O:17][C:18]1[CH:19]=[C:20]([N:28]=[C:29]=[O:30])[CH:21]=[C:22]([O:26][CH3:27])[C:23]=1[O:24][CH3:25]. (4) Given the product [N+:16]([C:5]1[CH:6]=[C:7]([CH2:10][N:11]2[CH2:15][CH2:14][CH2:13][CH2:12]2)[CH:8]=[CH:9][C:4]=1[C:3]([OH:19])=[O:2])([O-:18])=[O:17], predict the reactants needed to synthesize it. The reactants are: C[O:2][C:3](=[O:19])[C:4]1[CH:9]=[CH:8][C:7]([CH2:10][N:11]2[CH2:15][CH2:14][CH2:13][CH2:12]2)=[CH:6][C:5]=1[N+:16]([O-:18])=[O:17].[OH-].[Na+].Cl.[Cl-].[Na+]. (5) Given the product [NH2:15][C@H:12]1[CH2:13][CH2:14][C@H:9]([CH2:8][NH:7][S:4]([CH:2]([CH3:3])[CH3:1])(=[O:6])=[O:5])[CH2:10][CH2:11]1, predict the reactants needed to synthesize it. The reactants are: [CH3:1][CH:2]([S:4]([NH:7][CH2:8][C@H:9]1[CH2:14][CH2:13][C@H:12]([NH:15]C(OCC2C=CC=CC=2)=O)[CH2:11][CH2:10]1)(=[O:6])=[O:5])[CH3:3]. (6) Given the product [Cl:1][C:2]1[C:10]([N+:11]([O-:13])=[O:12])=[CH:9][CH:8]=[CH:7][C:3]=1[C:4]([O:6][CH3:14])=[O:5], predict the reactants needed to synthesize it. The reactants are: [Cl:1][C:2]1[C:10]([N+:11]([O-:13])=[O:12])=[CH:9][CH:8]=[CH:7][C:3]=1[C:4]([OH:6])=[O:5].[C:14](Cl)(=O)C(Cl)=O.CO. (7) The reactants are: [C:1]1([CH:7](O)[CH2:8][CH3:9])[CH:6]=[CH:5][CH:4]=[CH:3][CH:2]=1. Given the product [CH3:9][CH:8]=[CH:7][C:1]1[CH:6]=[CH:5][CH:4]=[CH:3][CH:2]=1, predict the reactants needed to synthesize it.